Dataset: Forward reaction prediction with 1.9M reactions from USPTO patents (1976-2016). Task: Predict the product of the given reaction. (1) The product is: [Br:1][C:2]1[CH:7]=[C:6]([N+:8]([O-:10])=[O:9])[CH:5]=[CH:4][C:3]=1[O:11][CH:13]([F:23])[F:22]. Given the reactants [Br:1][C:2]1[CH:7]=[C:6]([N+:8]([O-:10])=[O:9])[CH:5]=[CH:4][C:3]=1[OH:11].Cl[C:13]([F:23])([F:22])C(C1C=CC=CC=1)=O, predict the reaction product. (2) Given the reactants [N+:1]([C:4]1[O:8][C:7]([C:9]([OH:11])=O)=[CH:6][CH:5]=1)([O-:3])=[O:2].CCN=C=NCCCN(C)C.C1C=CC2N(O)N=NC=2C=1.[CH:33]1[C:45]2[NH:44][C:43]3[C:38](=[CH:39][CH:40]=[CH:41][CH:42]=3)[C:37]=2[C:36]([O:46][CH2:47][CH:48]([OH:57])[CH2:49][NH:50][CH:51]2[CH2:56][CH2:55][NH:54][CH2:53][CH2:52]2)=[CH:35][CH:34]=1, predict the reaction product. The product is: [CH:33]1[C:45]2[NH:44][C:43]3[C:38](=[CH:39][CH:40]=[CH:41][CH:42]=3)[C:37]=2[C:36]([O:46][CH2:47][CH:48]([OH:57])[CH2:49][NH:50][CH:51]2[CH2:52][CH2:53][N:54]([C:9]([C:7]3[O:8][C:4]([N+:1]([O-:3])=[O:2])=[CH:5][CH:6]=3)=[O:11])[CH2:55][CH2:56]2)=[CH:35][CH:34]=1.